Dataset: Catalyst prediction with 721,799 reactions and 888 catalyst types from USPTO. Task: Predict which catalyst facilitates the given reaction. (1) Reactant: [Cl:1][CH2:2][CH2:3][CH2:4][CH2:5][N:6]1[CH2:10][CH2:9][NH:8][C:7]1=[O:11].[C:12]1(=O)[CH2:17][CH2:16][CH2:15][CH2:14][CH2:13]1.[BH4-].[Na+]. Product: [Cl:1][CH2:2][CH2:3][CH2:4][CH2:5][N:6]1[CH2:10][CH2:9][N:8]([CH:12]2[CH2:17][CH2:16][CH2:15][CH2:14][CH2:13]2)[C:7]1=[O:11]. The catalyst class is: 15. (2) Reactant: C[O:2][C:3](=O)[C:4]1[CH:9]=[C:8]([N:10]2[CH:14]=[CH:13][CH:12]=[N:11]2)[CH:7]=[CH:6][C:5]=1[I:15].C([BH-](CC)CC)C.[Li+]. Product: [I:15][C:5]1[CH:6]=[CH:7][C:8]([N:10]2[CH:14]=[CH:13][CH:12]=[N:11]2)=[CH:9][C:4]=1[CH2:3][OH:2]. The catalyst class is: 1. (3) Reactant: [Cl:1][C:2]1[C:3]([F:13])=[C:4]([C:8](=[O:12])[CH2:9][CH2:10][I:11])[CH:5]=[CH:6][CH:7]=1.[I-].[Na+].Cl[Si](C)(C)C.O. Product: [Cl:1][C:2]1[C:3]([F:13])=[C:4]([CH:8]([OH:12])[CH2:9][CH2:10][I:11])[CH:5]=[CH:6][CH:7]=1. The catalyst class is: 290. (4) Reactant: [N+:1]([C:4]1[CH:5]=[CH:6][C:7]2[NH:12][C:11](=[O:13])[CH2:10][O:9][C:8]=2[CH:14]=1)([O-:3])=[O:2].Cl.Cl[CH2:17][CH2:18][N:19]([CH3:21])[CH3:20].C([O-])([O-])=O.[K+].[K+]. The catalyst class is: 18. Product: [CH3:20][N:19]([CH3:21])[CH2:18][CH2:17][N:12]1[C:11](=[O:13])[CH2:10][O:9][C:8]2[CH:14]=[C:4]([N+:1]([O-:3])=[O:2])[CH:5]=[CH:6][C:7]1=2. (5) Reactant: [CH2:1]([N:3]1[C:9](=[O:10])[C:8]2[CH:11]=[CH:12][CH:13]=[CH:14][C:7]=2[S:6](=[O:15])[C:5]2[CH:16]=[CH:17][C:18]([C:20]([OH:22])=[O:21])=[CH:19][C:4]1=2)[CH3:2].C([O-])([O-])=O.[K+].[K+].Br[CH2:30][C:31]1[CH:36]=[CH:35][C:34]([O:37][CH3:38])=[CH:33][CH:32]=1. Product: [CH2:1]([N:3]1[C:9](=[O:10])[C:8]2[CH:11]=[CH:12][CH:13]=[CH:14][C:7]=2[S:6](=[O:15])[C:5]2[CH:16]=[CH:17][C:18]([C:20]([O:22][CH2:30][C:31]3[CH:36]=[CH:35][C:34]([O:37][CH3:38])=[CH:33][CH:32]=3)=[O:21])=[CH:19][C:4]1=2)[CH3:2]. The catalyst class is: 3.